This data is from Reaction yield outcomes from USPTO patents with 853,638 reactions. The task is: Predict the reaction yield, written as a fraction of the theoretical maximum amount of product (1.0 means a 100% yield; for example, 0.34 means a 34% yield). (1) The reactants are C([Li])CCC.CCCCCC.C(NC(C)C)(C)C.[Si:19]([O:26][C:27]1[CH:32]=[CH:31][C:30]([CH2:33][CH2:34][C:35]([O:37][CH2:38][C:39]2[CH:44]=[CH:43][CH:42]=[CH:41][CH:40]=2)=[O:36])=[CH:29][CH:28]=1)([C:22]([CH3:25])([CH3:24])[CH3:23])([CH3:21])[CH3:20].[Si:45]([O:52][C@@H:53]1[CH2:58][CH2:57][C@H:56]([C:59](=[O:70])[C:60]([O:62][CH2:63][C:64]2[CH:69]=[CH:68][CH:67]=[CH:66][CH:65]=2)=[O:61])[CH2:55][CH2:54]1)([C:48]([CH3:51])([CH3:50])[CH3:49])([CH3:47])[CH3:46]. The product is [Si:19]([O:26][C:27]1[CH:32]=[CH:31][C:30]([CH2:33][CH:34]([C:35]([O:37][CH2:38][C:39]2[CH:44]=[CH:43][CH:42]=[CH:41][CH:40]=2)=[O:36])[C:59]([C@H:56]2[CH2:57][CH2:58][C@@H:53]([O:52][Si:45]([C:48]([CH3:51])([CH3:50])[CH3:49])([CH3:46])[CH3:47])[CH2:54][CH2:55]2)([OH:70])[C:60]([O:62][CH2:63][C:64]2[CH:69]=[CH:68][CH:67]=[CH:66][CH:65]=2)=[O:61])=[CH:29][CH:28]=1)([C:22]([CH3:24])([CH3:25])[CH3:23])([CH3:21])[CH3:20]. The yield is 0.190. The catalyst is C1COCC1. (2) The reactants are [C:1]([N:8]1[CH2:13][CH2:12][NH:11][CH2:10][CH2:9]1)([O:3][C:4]([CH3:7])([CH3:6])[CH3:5])=[O:2].C(N(CC)CC)C.[O:21]1[CH2:26][CH2:25][O:24][C:23]2[CH:27]=[C:28]([S:31](Cl)(=[O:33])=[O:32])[CH:29]=[CH:30][C:22]1=2. The catalyst is ClCCl. The product is [C:1]([N:8]1[CH2:9][CH2:10][N:11]([S:31]([C:28]2[CH:29]=[CH:30][C:22]3[O:21][CH2:26][CH2:25][O:24][C:23]=3[CH:27]=2)(=[O:32])=[O:33])[CH2:12][CH2:13]1)([O:3][C:4]([CH3:7])([CH3:6])[CH3:5])=[O:2]. The yield is 0.890. (3) The reactants are [C:1]1([OH:7])[CH:6]=[CH:5][CH:4]=[CH:3][CH:2]=1.C1(P(C2C=CC=CC=2)C2C=CC=CC=2)C=CC=CC=1.O[CH:28]1[CH2:32][CH2:31][N:30]([C:33]([O:35][C:36]([CH3:39])([CH3:38])[CH3:37])=[O:34])[CH2:29]1.CCOC(/N=N/C(OCC)=O)=O. The catalyst is C1COCC1. The product is [O:7]([CH:32]1[CH2:28][CH2:29][N:30]([C:33]([O:35][C:36]([CH3:39])([CH3:38])[CH3:37])=[O:34])[CH2:31]1)[C:1]1[CH:6]=[CH:5][CH:4]=[CH:3][CH:2]=1. The yield is 0.250. (4) The catalyst is C(Cl)Cl.[Cl-].[Na+].O. The yield is 0.370. The product is [Br:31][C:32]1[CH:33]=[C:34]2[C:39](=[CH:40][CH:41]=1)[O:38][CH2:37][C:36]([CH3:42])([CH3:43])[C:35]2([NH:44][C:3](=[O:4])[C:2]([F:1])=[CH2:6])[CH:45]=[CH2:46]. The reactants are [F:1][C:2](=[CH2:6])[C:3](O)=[O:4].F[P-](F)(F)(F)(F)F.N1(OC(N(C)C)=[N+](C)C)C2C=CC=CC=2N=N1.[Br:31][C:32]1[CH:33]=[C:34]2[C:39](=[CH:40][CH:41]=1)[O:38][CH2:37][C:36]([CH3:43])([CH3:42])[C:35]2([CH:45]=[CH2:46])[NH2:44]. (5) The reactants are [Cl:1][C:2]1[N:7]=[C:6]([N:8]2[CH2:17][CH2:16][C:15]3[C:10](=[CH:11][CH:12]=[CH:13][CH:14]=3)[CH2:9]2)[C:5]([N+:18]([O-])=O)=[CH:4][CH:3]=1.[CH3:21][C:22]([Mg]Br)=[CH:23][CH3:24].[Cl-].[NH4+]. The catalyst is O1CCCC1. The product is [Cl:1][C:2]1[CH:3]=[C:4]2[C:23]([CH3:24])=[C:22]([CH3:21])[NH:18][C:5]2=[C:6]([N:8]2[CH2:17][CH2:16][C:15]3[C:10](=[CH:11][CH:12]=[CH:13][CH:14]=3)[CH2:9]2)[N:7]=1. The yield is 0.450. (6) The product is [CH3:3][O:4][C:5]1[CH:6]=[C:7]([CH2:22][OH:23])[C:8]2[O:12][C:11]([C:13]3[CH:14]=[CH:15][C:16]([O:19][CH3:20])=[CH:17][CH:18]=3)=[N:10][C:9]=2[CH:21]=1. The catalyst is CO. The reactants are [BH4-].[Na+].[CH3:3][O:4][C:5]1[CH:6]=[C:7]([CH:22]=[O:23])[C:8]2[O:12][C:11]([C:13]3[CH:18]=[CH:17][C:16]([O:19][CH3:20])=[CH:15][CH:14]=3)=[N:10][C:9]=2[CH:21]=1. The yield is 0.830. (7) The reactants are [CH3:1][C:2]1[CH:7]=[CH:6][CH:5]=[C:4]([CH3:8])[C:3]=1[OH:9].C1(P(C2C=CC=CC=2)C2C=CC=CC=2)C=CC=CC=1.[CH:29]1([C:33]2[O:37][N:36]=[C:35]([CH2:38]O)[C:34]=2[C:40]([O:42][CH2:43][CH3:44])=[O:41])[CH2:32][CH2:31][CH2:30]1.N(C(OC(C)C)=O)=NC(OC(C)C)=O. The catalyst is C1(C)C=CC=CC=1. The product is [CH:29]1([C:33]2[O:37][N:36]=[C:35]([CH2:38][O:9][C:3]3[C:4]([CH3:8])=[CH:5][CH:6]=[CH:7][C:2]=3[CH3:1])[C:34]=2[C:40]([O:42][CH2:43][CH3:44])=[O:41])[CH2:30][CH2:31][CH2:32]1. The yield is 0.810. (8) The reactants are [CH:1]([N:4]1[C:8]([C:9]2[N:18]=[C:17]3[N:11]([CH2:12][CH2:13][O:14][C:15]4[CH:22]=[C:21](O)[N:20]=[CH:19][C:16]=43)[CH:10]=2)=[N:7][CH:6]=[N:5]1)([CH3:3])[CH3:2].[NH:24]1[CH2:31][CH2:30][CH2:29][C@H:25]1[C:26]([NH2:28])=[O:27].CO. The catalyst is C(Cl)Cl. The product is [CH:1]([N:4]1[C:8]([C:9]2[N:18]=[C:17]3[C:16]4[CH:19]=[N:20][C:21]([N:24]5[CH2:31][CH2:30][CH2:29][C@H:25]5[C:26]([NH2:28])=[O:27])=[CH:22][C:15]=4[O:14][CH2:13][CH2:12][N:11]3[CH:10]=2)=[N:7][CH:6]=[N:5]1)([CH3:2])[CH3:3]. The yield is 0.440. (9) The reactants are [Na].[Cl:2][C:3]1[C:16]2[C:15](=[O:17])[C:14]3[C:9](=[CH:10][CH:11]=[CH:12][CH:13]=3)[S:8][C:7]=2[C:6]([OH:18])=[CH:5][CH:4]=1.Br[CH2:20][CH2:21][CH2:22][Cl:23]. The catalyst is C(O)(C)C.O. The product is [Cl:2][C:3]1[C:16]2[C:15](=[O:17])[C:14]3[C:9](=[CH:10][CH:11]=[CH:12][CH:13]=3)[S:8][C:7]=2[C:6]([O:18][CH2:20][CH2:21][CH2:22][Cl:23])=[CH:5][CH:4]=1. The yield is 0.720. (10) The reactants are [Br:1][C:2]1[CH:3]=[C:4]([C:8]2([CH3:15])[CH2:12][O:11][S:10](=[O:14])(=[O:13])[NH:9]2)[CH:5]=[CH:6][CH:7]=1.[CH2:16](I)[CH:17]=[CH2:18].[OH-].[Na+]. The catalyst is C(Cl)Cl. The product is [CH2:18]([N:9]1[C:8]([C:4]2[CH:5]=[CH:6][CH:7]=[C:2]([Br:1])[CH:3]=2)([CH3:15])[CH2:12][O:11][S:10]1(=[O:14])=[O:13])[CH:17]=[CH2:16]. The yield is 1.00.